Task: Predict the product of the given reaction.. Dataset: Forward reaction prediction with 1.9M reactions from USPTO patents (1976-2016) (1) Given the reactants [Cl:1][C:2]1[N:10]=[C:9]2[C:5]([NH:6][CH:7]=[N:8]2)=[C:4](Cl)[N:3]=1.[CH2:12]([NH2:19])[C:13]1[CH:18]=[CH:17][CH:16]=[CH:15][CH:14]=1, predict the reaction product. The product is: [Cl:1][C:2]1[N:10]=[C:9]2[C:5]([NH:6][CH:7]=[N:8]2)=[C:4]([NH:19][CH2:12][C:13]2[CH:18]=[CH:17][CH:16]=[CH:15][CH:14]=2)[N:3]=1. (2) Given the reactants [F:1][C:2]([F:40])([F:39])[C:3]1[C:12]([O:13][CH:14]2[CH2:19][CH2:18][CH:17]([C:20]([F:23])([F:22])[F:21])[CH2:16][CH2:15]2)=[CH:11][CH:10]=[C:9]2[C:4]=1[CH:5]=[CH:6][C:7]([CH2:24][NH:25][C:26]13[CH2:33][CH2:32][C:29]([CH2:34][CH2:35][C:36]([OH:38])=[O:37])([CH2:30][CH2:31]1)[CH2:28][CH2:27]3)=[CH:8]2.[C:41](O)(=O)C.O.CO.C(O[BH-](OC(=O)C)OC(=O)C)(=O)C.[Na+], predict the reaction product. The product is: [CH3:41][N:25]([CH2:24][C:7]1[CH:6]=[CH:5][C:4]2[C:9](=[CH:10][CH:11]=[C:12]([O:13][C@H:14]3[CH2:15][CH2:16][C@@H:17]([C:20]([F:22])([F:23])[F:21])[CH2:18][CH2:19]3)[C:3]=2[C:2]([F:39])([F:40])[F:1])[CH:8]=1)[C:26]12[CH2:31][CH2:30][C:29]([CH2:34][CH2:35][C:36]([OH:38])=[O:37])([CH2:28][CH2:27]1)[CH2:32][CH2:33]2. (3) Given the reactants [CH2:1]([S:3][C:4]1[CH:12]=[CH:11][C:7]([C:8]([OH:10])=O)=[CH:6][CH:5]=1)[CH3:2].C1N=CN(C(N2C=NC=C2)=O)C=1.Cl.[NH2:26][CH2:27][C:28]1[CH:29]=[C:30]2[C:34](=[CH:35][CH:36]=1)[C:33](=[O:37])[N:32]([C:38]1([CH3:46])[CH2:43][CH2:42][C:41](=[O:44])[NH:40][C:39]1=[O:45])[C:31]2=[O:47].CCOC(C)=O, predict the reaction product. The product is: [CH2:1]([S:3][C:4]1[CH:5]=[CH:6][C:7]([C:8]([NH:26][CH2:27][C:28]2[CH:29]=[C:30]3[C:34](=[CH:35][CH:36]=2)[C:33](=[O:37])[N:32]([C:38]2([CH3:46])[CH2:43][CH2:42][C:41](=[O:44])[NH:40][C:39]2=[O:45])[C:31]3=[O:47])=[O:10])=[CH:11][CH:12]=1)[CH3:2]. (4) Given the reactants [Br:1][C:2]1[O:6][C:5]([C:7]([OH:9])=O)=[CH:4][CH:3]=1.C(Cl)(=O)C([Cl:13])=O, predict the reaction product. The product is: [Br:1][C:2]1[O:6][C:5]([C:7]([Cl:13])=[O:9])=[CH:4][CH:3]=1. (5) Given the reactants C(N(C(C)C)CC)(C)C.CO[C:12](=[O:32])[C:13]1[CH:18]=[CH:17][CH:16]=[C:15]([CH2:19][NH:20][C:21]([O:23][C:24]([CH3:27])([CH3:26])[CH3:25])=[O:22])[C:14]=1[C:28]([O:30]C)=O.Cl.[NH2:34][CH:35]1[CH2:41][CH2:40][C:39](=[O:42])[NH:38][C:36]1=[O:37].O, predict the reaction product. The product is: [C:24]([O:23][C:21](=[O:22])[NH:20][CH2:19][C:15]1[CH:16]=[CH:17][CH:18]=[C:13]2[C:14]=1[C:28](=[O:30])[N:34]([CH:35]1[CH2:41][CH2:40][C:39](=[O:42])[NH:38][C:36]1=[O:37])[C:12]2=[O:32])([CH3:25])([CH3:26])[CH3:27]. (6) Given the reactants [C:1]([O:4][C@H:5]1[CH2:22][CH2:21][C@@:20]2([CH3:23])[C@@H:7]([CH2:8][CH2:9][C@:10]3([CH3:37])[C@@H:19]2[CH2:18][CH2:17][C@H:16]2[C@@:11]3([CH3:36])[CH2:12][CH2:13][C@@:14]3([CH2:31][CH2:32][N+:33]([O-])=O)[CH2:26][C:25](=[O:27])[C:24]([CH:28]([CH3:30])[CH3:29])=[C:15]32)[C:6]1([CH3:39])[CH3:38])(=[O:3])[CH3:2].[BH4-].[Na+], predict the reaction product. The product is: [C:1]([O:4][C@H:5]1[CH2:22][CH2:21][C@@:20]2([CH3:23])[C@@H:7]([CH2:8][CH2:9][C@:10]3([CH3:37])[C@@H:19]2[CH2:18][CH2:17][C@H:16]2[C@@:11]3([CH3:36])[CH2:12][CH2:13][C@@:14]3([CH2:31][CH2:32][NH2:33])[CH2:26][C:25](=[O:27])[C:24]([CH:28]([CH3:30])[CH3:29])=[C:15]32)[C:6]1([CH3:38])[CH3:39])(=[O:3])[CH3:2]. (7) Given the reactants [F:1][C:2]1[CH:33]=[CH:32][C:5]([CH2:6][C:7]2[CH:16]=[C:15]3[C:10]([C:11]([OH:31])=[C:12]([C:26](OCC)=[O:27])[C:13](=[O:25])[N:14]3[CH2:17][CH2:18][N:19]3[CH2:23][CH2:22][CH2:21][C:20]3=[O:24])=[N:9][CH:8]=2)=[CH:4][CH:3]=1.[CH2:34]1[N:39]([CH2:40][CH2:41][NH2:42])[CH2:38][CH2:37][O:36][CH2:35]1, predict the reaction product. The product is: [F:1][C:2]1[CH:3]=[CH:4][C:5]([CH2:6][C:7]2[CH:16]=[C:15]3[C:10]([C:11]([OH:31])=[C:12]([C:26]([NH:42][CH2:41][CH2:40][N:39]4[CH2:34][CH2:35][O:36][CH2:37][CH2:38]4)=[O:27])[C:13](=[O:25])[N:14]3[CH2:17][CH2:18][N:19]3[CH2:23][CH2:22][CH2:21][C:20]3=[O:24])=[N:9][CH:8]=2)=[CH:32][CH:33]=1. (8) Given the reactants [NH2:1][CH2:2][CH2:3][CH2:4][CH2:5][CH2:6][CH2:7][CH2:8][CH2:9][N:10]1[C:22]2[C:21]3[CH:20]=[CH:19][CH:18]=[CH:17][C:16]=3[N:15]=[C:14]([NH2:23])[C:13]=2[N:12]=[C:11]1[CH2:24][CH2:25][O:26][CH3:27].[C:28]1([N:34]=[C:35]=[O:36])[CH:33]=[CH:32][CH:31]=[CH:30][CH:29]=1, predict the reaction product. The product is: [NH2:23][C:14]1[C:13]2[N:12]=[C:11]([CH2:24][CH2:25][O:26][CH3:27])[N:10]([CH2:9][CH2:8][CH2:7][CH2:6][CH2:5][CH2:4][CH2:3][CH2:2][NH:1][C:35]([NH:34][C:28]3[CH:33]=[CH:32][CH:31]=[CH:30][CH:29]=3)=[O:36])[C:22]=2[C:21]2[CH:20]=[CH:19][CH:18]=[CH:17][C:16]=2[N:15]=1.